Dataset: TCR-epitope binding with 47,182 pairs between 192 epitopes and 23,139 TCRs. Task: Binary Classification. Given a T-cell receptor sequence (or CDR3 region) and an epitope sequence, predict whether binding occurs between them. (1) The epitope is GLCTLVAML. The TCR CDR3 sequence is CATRRTTGISYNEQFF. Result: 0 (the TCR does not bind to the epitope). (2) Result: 1 (the TCR binds to the epitope). The epitope is LLWNGPMAV. The TCR CDR3 sequence is CASRRPDGGEAFF.